This data is from Full USPTO retrosynthesis dataset with 1.9M reactions from patents (1976-2016). The task is: Predict the reactants needed to synthesize the given product. (1) Given the product [Cl:14][C:10]1[CH:11]=[C:12]2[C:7](=[CH:8][CH:9]=1)[NH:6][C:5](=[O:15])[C:4]([C@@H:2]([NH:1][C:17]1[N:22]=[C:21]([NH:23][C:24]3[O:25][CH:26]=[CH:27][N:28]=3)[CH:20]=[CH:19][N:18]=1)[CH3:3])=[CH:13]2, predict the reactants needed to synthesize it. The reactants are: [NH2:1][C@H:2]([C:4]1[C:5](=[O:15])[NH:6][C:7]2[C:12]([CH:13]=1)=[CH:11][C:10]([Cl:14])=[CH:9][CH:8]=2)[CH3:3].Cl[C:17]1[N:22]=[C:21]([NH:23][C:24]2[O:25][CH:26]=[CH:27][N:28]=2)[CH:20]=[CH:19][N:18]=1.CCN(C(C)C)C(C)C.O. (2) The reactants are: IC.[C:3]([O-])([O-])=O.[K+].[K+].[CH2:9]([O:16][C:17]([NH:19][CH2:20][CH2:21][CH2:22][CH2:23][C@H:24]([NH:28][C:29]([O:31][C:32]([CH3:35])([CH3:34])[CH3:33])=[O:30])[C:25]([OH:27])=[O:26])=[O:18])[C:10]1[CH:15]=[CH:14][CH:13]=[CH:12][CH:11]=1. Given the product [CH2:9]([O:16][C:17]([NH:19][CH2:20][CH2:21][CH2:22][CH2:23][C@H:24]([NH:28][C:29]([O:31][C:32]([CH3:35])([CH3:34])[CH3:33])=[O:30])[C:25]([O:27][CH3:3])=[O:26])=[O:18])[C:10]1[CH:11]=[CH:12][CH:13]=[CH:14][CH:15]=1, predict the reactants needed to synthesize it. (3) Given the product [CH3:21][N:22]([CH3:32])[C:23]1[CH:28]=[C:27]([C:8]2[CH:9]=[C:10]3[C:5](=[CH:6][CH:7]=2)[C:4](=[O:19])[CH2:3][C:2]3([CH3:20])[CH3:1])[CH:26]=[CH:25][CH:24]=1, predict the reactants needed to synthesize it. The reactants are: [CH3:1][C:2]1([CH3:20])[C:10]2[C:5](=[CH:6][CH:7]=[C:8](OS(C(F)(F)F)(=O)=O)[CH:9]=2)[C:4](=[O:19])[CH2:3]1.[CH3:21][N:22]([CH3:32])[C:23]1[CH:24]=[C:25](B(O)O)[CH:26]=[CH:27][CH:28]=1. (4) Given the product [Br:2][C:3]1[CH2:10][C:6]2([CH2:9][N:8]([CH2:20][C:18]3[CH:17]=[C:16]([O:22][CH2:23][CH3:24])[C:15]([C:25]4[CH:30]=[CH:29][C:28]([F:31])=[CH:27][CH:26]=4)=[C:14]([O:13][CH2:11][CH3:12])[CH:19]=3)[CH2:7]2)[O:5][N:4]=1, predict the reactants needed to synthesize it. The reactants are: Cl.[Br:2][C:3]1[CH2:10][C:6]2([CH2:9][NH:8][CH2:7]2)[O:5][N:4]=1.[CH2:11]([O:13][C:14]1[CH:19]=[C:18]([CH:20]=O)[CH:17]=[C:16]([O:22][CH2:23][CH3:24])[C:15]=1[C:25]1[CH:30]=[CH:29][C:28]([F:31])=[CH:27][CH:26]=1)[CH3:12]. (5) Given the product [F:23][C:20]1[CH:21]=[CH:22][C:17]([N:14]2[C:15]3[CH:16]=[C:8]4[CH2:7][CH2:6][CH2:5][C:4](=[O:3])[C@@:9]4([CH3:24])[CH2:10][C:11]=3[CH:12]=[N:13]2)=[CH:18][CH:19]=1, predict the reactants needed to synthesize it. The reactants are: C1O[C:4]2([C@@:9]3([CH3:24])[CH2:10][C:11]4[CH:12]=[N:13][N:14]([C:17]5[CH:22]=[CH:21][C:20]([F:23])=[CH:19][CH:18]=5)[C:15]=4[CH:16]=[C:8]3[CH2:7][CH2:6][CH2:5]2)[O:3]C1.Cl.C([O-])(O)=O.[Na+]. (6) Given the product [CH2:1]([C:5]12[CH2:17][CH:16]=[C:15]([O:18][Si:40]([CH3:43])([CH3:42])[CH3:41])[C:14]([CH3:19])=[C:13]1[C:12]1[C:7](=[CH:8][C:9]([O:20][CH2:21][O:22][CH3:23])=[CH:10][CH:11]=1)[CH2:6]2)[CH2:2][CH2:3][CH3:4], predict the reactants needed to synthesize it. The reactants are: [CH2:1]([C:5]12[CH2:17][CH2:16][C:15](=[O:18])[C:14]([CH3:19])=[C:13]1[C:12]1[C:7](=[CH:8][C:9]([O:20][CH2:21][O:22][CH3:23])=[CH:10][CH:11]=1)[CH2:6]2)[CH2:2][CH2:3][CH3:4].[Li+].CC([N-]C(C)C)C.C(=O)=O.CC(C)=O.Cl[Si:40]([CH3:43])([CH3:42])[CH3:41].C([O-])(O)=O.[Na+]. (7) Given the product [Cl:1][C:2]1[CH:3]=[C:4]([CH:21]=[CH:22][CH:23]=1)[CH2:5][NH:6][C:7]1[N:20]=[C:10]2[C:11]([O:18][CH3:19])=[CH:12][C:13]([C:15]([N:27]3[C:28]([CH3:31])([CH3:32])[CH2:29][O:30][C:25]([CH2:33][CH:34]([OH:36])[CH3:35])([CH3:24])[CH2:26]3)=[O:17])=[CH:14][N:9]2[N:8]=1, predict the reactants needed to synthesize it. The reactants are: [Cl:1][C:2]1[CH:3]=[C:4]([CH:21]=[CH:22][CH:23]=1)[CH2:5][NH:6][C:7]1[N:20]=[C:10]2[C:11]([O:18][CH3:19])=[CH:12][C:13]([C:15]([OH:17])=O)=[CH:14][N:9]2[N:8]=1.[CH3:24][C:25]1([CH2:33][CH:34]([OH:36])[CH3:35])[O:30][CH2:29][C:28]([CH3:32])([CH3:31])[NH:27][CH2:26]1.C(N(CC)C(C)C)(C)C.CN(C(ON1N=NC2C=CC=NC1=2)=[N+](C)C)C.F[P-](F)(F)(F)(F)F.